This data is from Reaction yield outcomes from USPTO patents with 853,638 reactions. The task is: Predict the reaction yield, written as a fraction of the theoretical maximum amount of product (1.0 means a 100% yield; for example, 0.34 means a 34% yield). (1) The reactants are Cl[C:2]([O:4][CH3:5])=[O:3].[NH2:6][CH:7]([CH2:11][CH2:12][S:13]([CH3:16])(=[O:15])=[O:14])[C:8]([OH:10])=[O:9].[OH-].[Na+].O. The catalyst is C1COCC1. The product is [CH3:16][S:13]([CH2:12][CH2:11][CH:7]([NH:6][C:2]([O:4][CH3:5])=[O:3])[C:8]([OH:10])=[O:9])(=[O:14])=[O:15]. The yield is 0.150. (2) The reactants are [CH3:1][O:2][C:3]([C:5]1[C:13]2[N:12]=[C:11]([NH2:14])[NH:10][C:9]=2[CH:8]=[C:7]([N+:15]([O-:17])=[O:16])[CH:6]=1)=[O:4].[CH:18]1[C:27]2[C:22](=[CH:23][CH:24]=[CH:25][CH:26]=2)[CH:21]=[C:20]([C:28](O)=[O:29])[N:19]=1.CN(C(ON1N=NC2C=CC=CC1=2)=[N+](C)C)C.F[P-](F)(F)(F)(F)F. No catalyst specified. The product is [CH3:1][O:2][C:3]([C:5]1[C:13]2[N:12]=[C:11]([NH:14][C:28]([C:20]3[N:19]=[CH:18][C:27]4[C:22]([CH:21]=3)=[CH:23][CH:24]=[CH:25][CH:26]=4)=[O:29])[NH:10][C:9]=2[CH:8]=[C:7]([N+:15]([O-:17])=[O:16])[CH:6]=1)=[O:4]. The yield is 0.800. (3) The reactants are FC(F)(F)C(O)=O.C(OC(=O)[NH:14][C:15]1[N:16]=[C:17]([C:20]2[C:28]3[C:23](=[N:24][CH:25]=[CH:26][CH:27]=3)[NH:22][CH:21]=2)[S:18][CH:19]=1)(C)(C)C.C([O-])(O)=O.[Na+]. The catalyst is C(Cl)Cl. The product is [NH:22]1[C:23]2=[N:24][CH:25]=[CH:26][CH:27]=[C:28]2[C:20]([C:17]2[S:18][CH:19]=[C:15]([NH2:14])[N:16]=2)=[CH:21]1. The yield is 0.850. (4) The reactants are [CH3:1][O:2][C:3]([NH:5][C@H:6]([C:11]([N:13]1[C@@H:17]([CH3:18])[CH2:16][CH2:15][C@H:14]1[C:19]1[NH:20][C:21]([C:24]2[CH:29]=[C:28]3[CH2:30][O:31][C:32]4[CH:59]=[C:58]5[C:35]([CH:36]=[CH:37][C:38]6[N:42]=[C:41]([C@@H:43]7[CH2:47][C@H:46]([CH2:48][O:49][CH3:50])[CH2:45][N:44]7[C:51]([O:53]C(C)(C)C)=O)[NH:40][C:39]=65)=[CH:34][C:33]=4[C:27]3=[CH:26][CH:25]=2)=[CH:22][N:23]=1)=[O:12])[C@H:7]([CH2:9][CH3:10])[CH3:8])=[O:4].Cl.[CH3:61][O:62][C:63]([NH:65][C@H:66]([C:70]1[CH:75]=[CH:74][CH:73]=[CH:72][CH:71]=1)C(O)=O)=[O:64].CCN(C(C)C)C(C)C.CCOC(C(C#N)=NOC(N1CCOCC1)=[N+](C)C)=O.F[P-](F)(F)(F)(F)F. The catalyst is C(Cl)Cl.CO. The product is [CH3:1][O:2][C:3]([NH:5][C@@H:6]([C@@H:7]([CH3:8])[CH2:9][CH3:10])[C:11]([N:13]1[C@@H:17]([CH3:18])[CH2:16][CH2:15][C@H:14]1[C:19]1[NH:20][C:21]([C:24]2[CH:29]=[C:28]3[CH2:30][O:31][C:32]4[CH:59]=[C:58]5[C:35]([CH:36]=[CH:37][C:38]6[N:42]=[C:41]([C@@H:43]7[CH2:47][C@H:46]([CH2:48][O:49][CH3:50])[CH2:45][N:44]7[C:51](=[O:53])[C@H:66]([NH:65][C:63](=[O:64])[O:62][CH3:61])[C:70]7[CH:75]=[CH:74][CH:73]=[CH:72][CH:71]=7)[NH:40][C:39]=65)=[CH:34][C:33]=4[C:27]3=[CH:26][CH:25]=2)=[CH:22][N:23]=1)=[O:12])=[O:4]. The yield is 0.410. (5) The reactants are [C:1]1([C:27]2[CH:32]=[CH:31][CH:30]=[CH:29][CH:28]=2)[CH:6]=[CH:5][C:4]([C:7]([N:9]2[CH2:13][C:12](=O)[CH2:11][C@H:10]2[C:15]([NH:17][CH2:18][CH:19]([OH:26])[C:20]2[CH:25]=[CH:24][CH:23]=[CH:22][CH:21]=2)=[O:16])=[O:8])=[CH:3][CH:2]=1.O.[NH2:34][NH2:35]. No catalyst specified. The product is [C:1]1([C:27]2[CH:28]=[CH:29][CH:30]=[CH:31][CH:32]=2)[CH:6]=[CH:5][C:4]([C:7]([N:9]2[CH2:13][C:12](=[N:34][NH2:35])[CH2:11][C@H:10]2[C:15]([NH:17][CH2:18][CH:19]([OH:26])[C:20]2[CH:25]=[CH:24][CH:23]=[CH:22][CH:21]=2)=[O:16])=[O:8])=[CH:3][CH:2]=1. The yield is 0.630. (6) The reactants are [NH:1]1[C:9]2[C:4](=[CH:5][C:6]([CH:10]=O)=[CH:7][CH:8]=2)[CH:3]=[CH:2]1.[CH3:12][NH2:13].[BH4-].[Na+].O. The catalyst is CO. The product is [NH:1]1[C:9]2[C:4](=[CH:5][C:6]([CH2:10][NH:13][CH3:12])=[CH:7][CH:8]=2)[CH:3]=[CH:2]1. The yield is 0.910. (7) The reactants are C(S[C:5]1[CH:11]=[C:10]([O:12][C:13]2[CH:18]=[CH:17][C:16]([S:19]([CH3:22])(=[O:21])=[O:20])=[CH:15][CH:14]=2)[C:8]([NH2:9])=[C:7]([CH3:23])[CH:6]=1)(C)C.CO.OO[S:28]([O-:30])=[O:29].[K+].S([O-])([O-])=O.[Na+].[Na+].O1C[CH2:41][CH2:40][CH2:39]1. The catalyst is O. The product is [CH:40]([S:28]([C:5]1[CH:11]=[C:10]([O:12][C:13]2[CH:18]=[CH:17][C:16]([S:19]([CH3:22])(=[O:21])=[O:20])=[CH:15][CH:14]=2)[C:8]([NH2:9])=[C:7]([CH3:23])[CH:6]=1)(=[O:30])=[O:29])([CH3:41])[CH3:39]. The yield is 0.780.